From a dataset of Peptide-MHC class II binding affinity with 134,281 pairs from IEDB. Regression. Given a peptide amino acid sequence and an MHC pseudo amino acid sequence, predict their binding affinity value. This is MHC class II binding data. (1) The peptide sequence is SQDLELSWNLNGLQAE. The MHC is DRB1_0401 with pseudo-sequence DRB1_0401. The binding affinity (normalized) is 0.643. (2) The peptide sequence is KEIYNYMEPYVSKNP. The MHC is HLA-DPA10201-DPB10501 with pseudo-sequence HLA-DPA10201-DPB10501. The binding affinity (normalized) is 0.117. (3) The peptide sequence is AFKNAATAANAAPAN. The MHC is DRB1_0401 with pseudo-sequence DRB1_0401. The binding affinity (normalized) is 0.757.